Dataset: Peptide-MHC class II binding affinity with 134,281 pairs from IEDB. Task: Regression. Given a peptide amino acid sequence and an MHC pseudo amino acid sequence, predict their binding affinity value. This is MHC class II binding data. (1) The peptide sequence is EKKYFAANQFEPLAA. The MHC is HLA-DPA10201-DPB11401 with pseudo-sequence HLA-DPA10201-DPB11401. The binding affinity (normalized) is 0.543. (2) The peptide sequence is GIRHLFGNYITNDSY. The MHC is DRB1_0405 with pseudo-sequence DRB1_0405. The binding affinity (normalized) is 0.625. (3) The peptide sequence is TASHTRLSCDCDDKFYDC. The MHC is DRB5_0101 with pseudo-sequence DRB5_0101. The binding affinity (normalized) is 0.